From a dataset of CYP2D6 inhibition data for predicting drug metabolism from PubChem BioAssay. Regression/Classification. Given a drug SMILES string, predict its absorption, distribution, metabolism, or excretion properties. Task type varies by dataset: regression for continuous measurements (e.g., permeability, clearance, half-life) or binary classification for categorical outcomes (e.g., BBB penetration, CYP inhibition). Dataset: cyp2d6_veith. (1) The drug is CC(=O)OC[C@@H]1O[C@H](CCO/N=C(\C)CCC(=O)OC[C@@H]2O[C@H](C#Cc3ccccc3)C=C[C@@H]2Oc2ccc(C)cc2)C=C[C@@H]1OC(C)=O. The result is 0 (non-inhibitor). (2) The drug is CC[C@H]1C2=C3C(CC[C@H]4C(OCc5ccc(F)cc5C(F)(F)F)OC[C@](C)([C@@H]34)N(C(=O)OC(C)(C)C)C2)C2COC(=O)OCC21. The result is 0 (non-inhibitor). (3) The drug is C[N+]1(C)CCC[C@H]1C(=O)[O-]. The result is 0 (non-inhibitor). (4) The drug is CN1CCN(c2ncc3nc(CCc4ccccc4)c(=O)n(CCC#N)c3n2)CC1. The result is 0 (non-inhibitor). (5) The drug is CN(C)c1ccc(-c2nc(NCCc3cnc[nH]3)c3ccccc3n2)cc1. The result is 1 (inhibitor).